From a dataset of Reaction yield outcomes from USPTO patents with 853,638 reactions. Predict the reaction yield, written as a fraction of the theoretical maximum amount of product (1.0 means a 100% yield; for example, 0.34 means a 34% yield). The reactants are [Cl-].[C:2]([C:6]1[CH:11]=[CH:10][C:9]([I+:12][C:13]2[CH:18]=[CH:17][C:16]([C:19]([CH3:22])([CH3:21])[CH3:20])=[CH:15][CH:14]=2)=[CH:8][CH:7]=1)([CH3:5])([CH3:4])[CH3:3].[C:23]1([CH3:34])[CH:28]=[CH:27][C:26]([S:29]([O:32]C)(=[O:31])=[O:30])=[CH:25][CH:24]=1. The catalyst is COC(C)(C)C. The product is [C:23]1([CH3:34])[CH:24]=[CH:25][C:26]([S:29]([O-:32])(=[O:30])=[O:31])=[CH:27][CH:28]=1.[C:19]([C:16]1[CH:17]=[CH:18][C:13]([I+:12][C:9]2[CH:8]=[CH:7][C:6]([C:2]([CH3:5])([CH3:4])[CH3:3])=[CH:11][CH:10]=2)=[CH:14][CH:15]=1)([CH3:22])([CH3:21])[CH3:20]. The yield is 0.910.